Dataset: Forward reaction prediction with 1.9M reactions from USPTO patents (1976-2016). Task: Predict the product of the given reaction. (1) Given the reactants C([O-])([O-])=O.[Na+].[Na+].Cl[C:8]1[N:13]=[C:12]([N:14]=CN(C)C)[C:11]([C:19]#[N:20])=[N:10][C:9]=1[C:21]1[CH:26]=[CH:25][C:24](=[O:27])[N:23]([CH:28]([CH3:30])[CH3:29])[N:22]=1.[Br:31][C:32]1[CH:37]=[CH:36][CH:35]=[CH:34][C:33]=1B(O)O, predict the reaction product. The product is: [NH2:14][C:12]1[C:11]([C:19]#[N:20])=[N:10][C:9]([C:21]2[CH:26]=[CH:25][C:24](=[O:27])[N:23]([CH:28]([CH3:29])[CH3:30])[N:22]=2)=[C:8]([C:33]2[CH:34]=[CH:35][CH:36]=[CH:37][C:32]=2[Br:31])[N:13]=1. (2) Given the reactants Cl.[NH2:2][CH2:3][C:4]1[CH:9]=[CH:8][C:7]([C:10]2[C:11]([C:17]([O:19][CH3:20])=[O:18])=[C:12]([F:16])[CH:13]=[CH:14][CH:15]=2)=[CH:6][C:5]=1[F:21].[OH:22][C:23]1[CH:24]=[C:25]([CH:29]=[CH:30][CH:31]=1)[C:26](O)=[O:27].O.ON1C2C=CC=CC=2N=N1.C(N(CC)CC)C.Cl.CN(C)CCCN=C=NCC, predict the reaction product. The product is: [F:16][C:12]1[CH:13]=[CH:14][CH:15]=[C:10]([C:7]2[CH:8]=[CH:9][C:4]([CH2:3][NH:2][C:26](=[O:27])[C:25]3[CH:29]=[CH:30][CH:31]=[C:23]([OH:22])[CH:24]=3)=[C:5]([F:21])[CH:6]=2)[C:11]=1[C:17]([O:19][CH3:20])=[O:18]. (3) The product is: [CH2:3]1[C:4]2[C:9](=[CH:8][CH:7]=[CH:6][CH:5]=2)[CH2:10][CH:2]1[NH:1][C:11](=[O:13])[CH3:12]. Given the reactants [NH2:1][CH:2]1[CH2:10][C:9]2[C:4](=[CH:5][CH:6]=[CH:7][CH:8]=2)[CH2:3]1.[C:11](OC(=O)C)(=[O:13])[CH3:12].C(N(CC)CC)C, predict the reaction product. (4) The product is: [NH2:1][C:2]1[N:17]=[CH:16][C:15]([C:29]2[S:30][C:26]([CH2:25][N:19]3[CH2:20][CH2:21][O:22][CH2:23][CH2:24]3)=[CH:27][CH:28]=2)=[CH:14][C:3]=1[C:4]([NH:6][C:7]1[CH:12]=[CH:11][N:10]=[CH:9][C:8]=1[CH3:13])=[O:5]. Given the reactants [NH2:1][C:2]1[N:17]=[CH:16][C:15](Br)=[CH:14][C:3]=1[C:4]([NH:6][C:7]1[CH:12]=[CH:11][N:10]=[CH:9][C:8]=1[CH3:13])=[O:5].[N:19]1([CH2:25][C:26]2[S:30][C:29](B3OC(C)(C)C(C)(C)O3)=[CH:28][CH:27]=2)[CH2:24][CH2:23][O:22][CH2:21][CH2:20]1, predict the reaction product. (5) Given the reactants C([O:4][C:5]([CH3:17])([CH3:16])[CH2:6][C:7]1[CH:12]=[CH:11][C:10]([N+:13]([O-:15])=[O:14])=[CH:9][CH:8]=1)(=O)C.[Li+].[OH-], predict the reaction product. The product is: [CH3:17][C:5]([OH:4])([CH3:16])[CH2:6][C:7]1[CH:8]=[CH:9][C:10]([N+:13]([O-:15])=[O:14])=[CH:11][CH:12]=1.